This data is from Catalyst prediction with 721,799 reactions and 888 catalyst types from USPTO. The task is: Predict which catalyst facilitates the given reaction. (1) Reactant: CO[C:3](=[O:34])[CH:4]([C:26]1[C:31]([Cl:32])=[CH:30][CH:29]=[CH:28][C:27]=1[Cl:33])[CH2:5][C:6]1[C:7]([NH:19][C:20]2[CH:25]=[CH:24][CH:23]=[CH:22][CH:21]=2)=[N:8][C:9]([NH:12][C:13]2[CH:18]=[CH:17][CH:16]=[CH:15][CH:14]=2)=[N:10][CH:11]=1.S(=O)(=O)(O)O. Product: [Cl:32][C:31]1[CH:30]=[CH:29][CH:28]=[C:27]([Cl:33])[C:26]=1[CH:4]1[C:3](=[O:34])[N:19]([C:20]2[CH:25]=[CH:24][CH:23]=[CH:22][CH:21]=2)[C:7]2[N:8]=[C:9]([NH:12][C:13]3[CH:14]=[CH:15][CH:16]=[CH:17][CH:18]=3)[N:10]=[CH:11][C:6]=2[CH2:5]1. The catalyst class is: 342. (2) Reactant: [CH3:1][O:2][CH2:3][CH2:4][O:5][C:6]1[CH:7]=[C:8]2[C:12](=[C:13]([NH:15][S:16]([C:19]3[CH:24]=[CH:23][CH:22]=[CH:21][N:20]=3)(=[O:18])=[O:17])[CH:14]=1)[NH:11][C:10]([C:25]([O:27][CH2:28][CH3:29])=[O:26])=[CH:9]2.[C:30](=O)([O-])[O-].[K+].[K+].CI. Product: [CH3:1][O:2][CH2:3][CH2:4][O:5][C:6]1[CH:7]=[C:8]2[C:12](=[C:13]([N:15]([CH3:30])[S:16]([C:19]3[CH:24]=[CH:23][CH:22]=[CH:21][N:20]=3)(=[O:17])=[O:18])[CH:14]=1)[NH:11][C:10]([C:25]([O:27][CH2:28][CH3:29])=[O:26])=[CH:9]2. The catalyst class is: 42.